Dataset: Full USPTO retrosynthesis dataset with 1.9M reactions from patents (1976-2016). Task: Predict the reactants needed to synthesize the given product. (1) Given the product [CH2:17]([N:24]1[C:28](/[CH:29]=[C:6](/[C:5]([O:14][CH2:15][CH3:16])=[O:13])\[CH2:7][C:8]([OH:10])=[O:9])=[CH:27][N:26]=[C:25]1[CH2:31][CH3:32])[C:18]1[CH:19]=[CH:20][CH:21]=[CH:22][CH:23]=1, predict the reactants needed to synthesize it. The reactants are: [O-]CC.[Na+].[C:5]([O:14][CH2:15][CH3:16])(=[O:13])[CH2:6][CH2:7][C:8]([O:10]CC)=[O:9].[CH2:17]([N:24]1[C:28]([CH:29]=O)=[CH:27][N:26]=[C:25]1[CH2:31][CH3:32])[C:18]1[CH:23]=[CH:22][CH:21]=[CH:20][CH:19]=1.C(O)C. (2) Given the product [CH:24]([CH:8]1[C:7](=[O:27])[N:6]([CH2:5][CH2:4][C:3]([OH:28])=[O:2])[C:11]2[CH:12]=[C:13]([C:20]([F:23])([F:22])[F:21])[CH:14]=[C:15]([C:16]([F:17])([F:18])[F:19])[C:10]=2[O:9]1)([CH3:26])[CH3:25], predict the reactants needed to synthesize it. The reactants are: C[O:2][C:3](=[O:28])[CH2:4][CH2:5][N:6]1[C:11]2[CH:12]=[C:13]([C:20]([F:23])([F:22])[F:21])[CH:14]=[C:15]([C:16]([F:19])([F:18])[F:17])[C:10]=2[O:9][CH:8]([CH:24]([CH3:26])[CH3:25])[C:7]1=[O:27].[OH-].[Na+]. (3) Given the product [CH3:1][O:2][C:3](=[O:40])[CH2:4][CH2:5][C:6]1[CH:11]=[CH:10][C:9]([C:12]([CH2:13][CH3:14])([C:15]2[CH:20]=[CH:19][C:18]([C:21]#[C:22][C:23]([OH:32])([C:28]([F:30])([F:29])[F:31])[C:24]([F:27])([F:26])[F:25])=[C:17]([CH3:36])[CH:16]=2)[CH2:37][CH3:38])=[CH:8][C:7]=1[CH3:39], predict the reactants needed to synthesize it. The reactants are: [CH3:1][O:2][C:3](=[O:40])[CH2:4][CH2:5][C:6]1[CH:11]=[CH:10][C:9]([C:12]([CH2:37][CH3:38])([C:15]2[CH:20]=[CH:19][C:18]([C:21]#[C:22][C:23]([O:32]COC)([C:28]([F:31])([F:30])[F:29])[C:24]([F:27])([F:26])[F:25])=[C:17]([CH3:36])[CH:16]=2)[CH2:13][CH3:14])=[CH:8][C:7]=1[CH3:39].C(Br)(Br)(Br)Br. (4) The reactants are: [C:1]([OH:9])(=[O:8])[C@H:2]([CH2:4][C:5]([OH:7])=[O:6])[OH:3].[CH3:10][N:11]([CH2:31][C@@H:32]1[C:35]2[CH:36]=[C:37]([O:42][CH3:43])[C:38]([O:40][CH3:41])=[CH:39][C:34]=2[CH2:33]1)[CH2:12][CH2:13][CH2:14][N:15]1[C:25](=[O:26])[CH2:24][C:23]2[C:18](=[CH:19][C:20]([O:29][CH3:30])=[C:21]([O:27][CH3:28])[CH:22]=2)[CH2:17][CH2:16]1. Given the product [CH3:10][N:11]([CH2:31][C@@H:32]1[C:35]2[CH:36]=[C:37]([O:42][CH3:43])[C:38]([O:40][CH3:41])=[CH:39][C:34]=2[CH2:33]1)[CH2:12][CH2:13][CH2:14][N:15]1[C:25](=[O:26])[CH2:24][C:23]2[C:18](=[CH:19][C:20]([O:29][CH3:30])=[C:21]([O:27][CH3:28])[CH:22]=2)[CH2:17][CH2:16]1.[C:1]([O-:9])(=[O:8])[C@H:2]([CH2:4][C:5]([O-:7])=[O:6])[OH:3], predict the reactants needed to synthesize it.